Dataset: Reaction yield outcomes from USPTO patents with 853,638 reactions. Task: Predict the reaction yield, written as a fraction of the theoretical maximum amount of product (1.0 means a 100% yield; for example, 0.34 means a 34% yield). (1) The reactants are [Br:1][C:2]1[CH:3]=[C:4]([F:10])[C:5]([F:9])=[C:6]([OH:8])[CH:7]=1.C([O-])([O-])=O.[K+].[K+].[CH2:17]1[O:19][C@H:18]1[CH2:20]OS(C1C=C([N+]([O-])=O)C=CC=1)(=O)=O. The catalyst is CC(C)=O. The product is [Br:1][C:2]1[CH:3]=[C:4]([F:10])[C:5]([F:9])=[C:6]([CH:7]=1)[O:8][CH2:20][C@H:18]1[CH2:17][O:19]1. The yield is 0.970. (2) The reactants are [F:1][C:2]1[CH:7]=[CH:6][C:5]([C:8]2[S:9][CH:10]=[C:11]([C:13]([CH3:20])([CH3:19])[C:14]([O:16]CC)=[O:15])[N:12]=2)=[CH:4][CH:3]=1.O.[OH-].[Li+]. The catalyst is C1COCC1.C(O)C.O. The product is [F:1][C:2]1[CH:3]=[CH:4][C:5]([C:8]2[S:9][CH:10]=[C:11]([C:13]([CH3:20])([CH3:19])[C:14]([OH:16])=[O:15])[N:12]=2)=[CH:6][CH:7]=1. The yield is 0.980.